This data is from Catalyst prediction with 721,799 reactions and 888 catalyst types from USPTO. The task is: Predict which catalyst facilitates the given reaction. (1) Reactant: [CH3:1][C:2]1[N:3]([CH:14]2[CH2:19][CH2:18][O:17][CH2:16][CH2:15]2)[C:4]([C:7]2[CH:12]=[CH:11][N:10]=[C:9]([NH2:13])[N:8]=2)=[CH:5][N:6]=1.Br[C:21]1[CH:26]=[CH:25][C:24]([S:27]([N:30]2[CH2:34][CH2:33][CH2:32][CH2:31]2)(=[O:29])=[O:28])=[CH:23][CH:22]=1.C([O-])([O-])=O.[Cs+].[Cs+].CC(C1C=C(C(C)C)C(C2C=CC=CC=2P(C2CCCCC2)C2CCCCC2)=C(C(C)C)C=1)C. Product: [CH3:1][C:2]1[N:3]([CH:14]2[CH2:19][CH2:18][O:17][CH2:16][CH2:15]2)[C:4]([C:7]2[CH:12]=[CH:11][N:10]=[C:9]([NH:13][C:21]3[CH:26]=[CH:25][C:24]([S:27]([N:30]4[CH2:31][CH2:32][CH2:33][CH2:34]4)(=[O:29])=[O:28])=[CH:23][CH:22]=3)[N:8]=2)=[CH:5][N:6]=1. The catalyst class is: 110. (2) Reactant: O=[C:2]1[CH2:7][CH2:6][CH:5]([CH2:8][CH2:9][CH3:10])[CH2:4][CH:3]1[C:11]([O:13][CH3:14])=[O:12].C1([CH:22]=[CH:21][CH:20]=[C:18]([OH:19])[CH:17]=1)O.P(Cl)(Cl)(Cl)=O.C(=O)([O-])[O-].[K+].[K+].[CH2:34](I)[CH3:35]. Product: [CH2:34]([O:19][C:18]1[CH:17]=[C:14]2[C:22]([C:2]3[CH2:7][CH2:6][CH:5]([CH2:8][CH2:9][CH3:10])[CH2:4][C:3]=3[C:11](=[O:12])[O:13]2)=[CH:21][CH:20]=1)[CH3:35]. The catalyst class is: 93. (3) Reactant: [O:1]=[C:2]1[C:10]2[C:5](=[CH:6][CH:7]=[CH:8][CH:9]=2)[C:4](=[O:11])[N:3]1[CH2:12][CH2:13][C:14]([NH:16][C:17]1[CH:22]=[CH:21][CH:20]=[CH:19][CH:18]=1)=O.P(Cl)(Cl)(Cl)(Cl)Cl.Cl[Sn](Cl)(Cl)Cl.[CH2:34]([O:36][C:37](=[O:40])[C:38]#[N:39])[CH3:35]. Product: [O:1]=[C:2]1[C:10]2[C:5](=[CH:6][CH:7]=[CH:8][CH:9]=2)[C:4](=[O:11])[N:3]1[CH2:12][CH2:13][C:14]1[N:39]=[C:38]([C:37]([O:36][CH2:34][CH3:35])=[O:40])[C:22]2[C:17](=[CH:18][CH:19]=[CH:20][CH:21]=2)[N:16]=1. The catalyst class is: 265. (4) Reactant: [F:1][C:2]1[CH:21]=[CH:20][C:5]2[C:6]([C:9]3[CH:14]=[CH:13][C:12]([O:15][CH2:16][C@@H:17]4[CH2:19][O:18]4)=[CH:11][CH:10]=3)=[N:7][O:8][C:4]=2[CH:3]=1.[C:22]1([N:28]2[CH2:33][CH2:32][NH:31][CH2:30][CH2:29]2)[CH:27]=[CH:26][CH:25]=[CH:24][CH:23]=1. Product: [F:1][C:2]1[CH:21]=[CH:20][C:5]2[C:6]([C:9]3[CH:14]=[CH:13][C:12]([O:15][CH2:16][C@@H:17]([OH:18])[CH2:19][N:31]4[CH2:32][CH2:33][N:28]([C:22]5[CH:27]=[CH:26][CH:25]=[CH:24][CH:23]=5)[CH2:29][CH2:30]4)=[CH:11][CH:10]=3)=[N:7][O:8][C:4]=2[CH:3]=1. The catalyst class is: 737. (5) Reactant: [CH3:1][C@H:2]1[NH:7][C@@H:6]([CH3:8])[CH2:5][N:4]([C:9]2[N:14]=[C:13](N)[C:12]([O:16][CH3:17])=[CH:11][CH:10]=2)[CH2:3]1.N1C=CC=CC=1.[Br:24][C:25]1[CH:30]=[CH:29][C:28]([S:31](Cl)(=[O:33])=[O:32])=[C:27]([F:35])[CH:26]=1. Product: [Br:24][C:25]1[CH:30]=[CH:29][C:28]([S:31]([C:13]2[N:14]=[C:9]([N:4]3[CH2:3][C@H:2]([CH3:1])[NH:7][C@H:6]([CH3:8])[CH2:5]3)[CH:10]=[CH:11][C:12]=2[O:16][CH3:17])(=[O:32])=[O:33])=[C:27]([F:35])[CH:26]=1. The catalyst class is: 2. (6) Reactant: [OH:1][C:2]1[CH:7]=[CH:6][C:5]([C:8]2([C:16]3[CH:17]=[C:18]([C:22]4[CH:27]=[CH:26][CH:25]=[C:24]([O:28][CH3:29])[CH:23]=4)[CH:19]=[CH:20][CH:21]=3)[NH:12][C:11](=[S:13])[N:10]([CH3:14])[C:9]2=[O:15])=[CH:4][CH:3]=1.C(N(CC)CC)C.[F:37][C:38]([F:51])([F:50])[S:39](O[S:39]([C:38]([F:51])([F:50])[F:37])(=[O:41])=[O:40])(=[O:41])=[O:40]. Product: [F:37][C:38]([F:51])([F:50])[S:39]([O:1][C:2]1[CH:7]=[CH:6][C:5]([C:8]2([C:16]3[CH:17]=[C:18]([C:22]4[CH:27]=[CH:26][CH:25]=[C:24]([O:28][CH3:29])[CH:23]=4)[CH:19]=[CH:20][CH:21]=3)[C:9](=[O:15])[N:10]([CH3:14])[C:11](=[S:13])[NH:12]2)=[CH:4][CH:3]=1)(=[O:41])=[O:40]. The catalyst class is: 4.